Dataset: Full USPTO retrosynthesis dataset with 1.9M reactions from patents (1976-2016). Task: Predict the reactants needed to synthesize the given product. (1) Given the product [N:37]1([C:34]2[CH:35]=[CH:36][C:31]([CH2:30][C:9]3[C:10]([O:12][CH3:13])=[CH:11][C:2]([OH:1])=[C:3]([CH:8]=3)[C:4]([O:6][CH3:7])=[O:5])=[CH:32][CH:33]=2)[CH:41]=[CH:40][CH:39]=[N:38]1, predict the reactants needed to synthesize it. The reactants are: [OH:1][C:2]1[CH:11]=[C:10]([O:12][CH3:13])[C:9](B2OC(C)(C)C(C)(C)O2)=[CH:8][C:3]=1[C:4]([O:6][CH3:7])=[O:5].COCCOC.Br[CH2:30][C:31]1[CH:36]=[CH:35][C:34]([N:37]2[CH:41]=[CH:40][CH:39]=[N:38]2)=[CH:33][CH:32]=1.C(=O)([O-])[O-].[Na+].[Na+]. (2) Given the product [CH3:1][N:2]([CH3:28])[CH2:3][CH2:4][NH:5][C:6]([C:8]1[C:21]2[C:12](=[N:13][C:14]3[C:19]([N:20]=2)=[C:18]2[CH:22]=[CH:23][C:24]([OH:26])=[CH:25][C:17]2=[CH:16][CH:15]=3)[CH:11]=[CH:10][CH:9]=1)=[O:7], predict the reactants needed to synthesize it. The reactants are: [CH3:1][N:2]([CH3:28])[CH2:3][CH2:4][NH:5][C:6]([C:8]1[C:21]2[C:12](=[N:13][C:14]3[C:19]([N:20]=2)=[C:18]2[CH:22]=[CH:23][C:24]([O:26]C)=[CH:25][C:17]2=[CH:16][CH:15]=3)[CH:11]=[CH:10][CH:9]=1)=[O:7].[S-]CC.[Na+].Cl. (3) Given the product [CH3:20][Si:21]([CH3:34])([CH3:33])[CH2:22][CH2:23][O:24][CH2:25][N:26]1[CH:30]=[CH:29][N:28]=[C:27]1[CH2:31][C:11]#[N:12], predict the reactants needed to synthesize it. The reactants are: S([CH2:11][N+:12]#[C-])(C1C=CC(C)=CC=1)(=O)=O.CC(C)([O-])C.[K+].[CH3:20][Si:21]([CH3:34])([CH3:33])[CH2:22][CH2:23][O:24][CH2:25][N:26]1[CH:30]=[CH:29][N:28]=[C:27]1[CH:31]=O.CO.